From a dataset of NCI-60 drug combinations with 297,098 pairs across 59 cell lines. Regression. Given two drug SMILES strings and cell line genomic features, predict the synergy score measuring deviation from expected non-interaction effect. (1) Drug 1: CCN(CC)CCCC(C)NC1=C2C=C(C=CC2=NC3=C1C=CC(=C3)Cl)OC. Drug 2: C1CCC(C(C1)N)N.C(=O)(C(=O)[O-])[O-].[Pt+4]. Cell line: OVCAR-4. Synergy scores: CSS=17.0, Synergy_ZIP=-6.84, Synergy_Bliss=-3.40, Synergy_Loewe=-2.83, Synergy_HSA=-2.05. (2) Drug 1: CC1C(C(=O)NC(C(=O)N2CCCC2C(=O)N(CC(=O)N(C(C(=O)O1)C(C)C)C)C)C(C)C)NC(=O)C3=C4C(=C(C=C3)C)OC5=C(C(=O)C(=C(C5=N4)C(=O)NC6C(OC(=O)C(N(C(=O)CN(C(=O)C7CCCN7C(=O)C(NC6=O)C(C)C)C)C)C(C)C)C)N)C. Drug 2: CC1=C(C=C(C=C1)C(=O)NC2=CC(=CC(=C2)C(F)(F)F)N3C=C(N=C3)C)NC4=NC=CC(=N4)C5=CN=CC=C5. Cell line: MALME-3M. Synergy scores: CSS=2.44, Synergy_ZIP=4.64, Synergy_Bliss=8.83, Synergy_Loewe=1.75, Synergy_HSA=1.38. (3) Drug 1: C1=CC(=CC=C1C#N)C(C2=CC=C(C=C2)C#N)N3C=NC=N3. Drug 2: C1=NC2=C(N=C(N=C2N1C3C(C(C(O3)CO)O)O)F)N. Cell line: SNB-19. Synergy scores: CSS=5.16, Synergy_ZIP=-5.36, Synergy_Bliss=0.689, Synergy_Loewe=-4.08, Synergy_HSA=-3.51. (4) Drug 1: CNC(=O)C1=CC=CC=C1SC2=CC3=C(C=C2)C(=NN3)C=CC4=CC=CC=N4. Drug 2: CN1C2=C(C=C(C=C2)N(CCCl)CCCl)N=C1CCCC(=O)O.Cl. Cell line: SF-295. Synergy scores: CSS=6.34, Synergy_ZIP=-2.90, Synergy_Bliss=-2.45, Synergy_Loewe=-5.76, Synergy_HSA=-1.47. (5) Drug 1: CC1C(C(=O)NC(C(=O)N2CCCC2C(=O)N(CC(=O)N(C(C(=O)O1)C(C)C)C)C)C(C)C)NC(=O)C3=C4C(=C(C=C3)C)OC5=C(C(=O)C(=C(C5=N4)C(=O)NC6C(OC(=O)C(N(C(=O)CN(C(=O)C7CCCN7C(=O)C(NC6=O)C(C)C)C)C)C(C)C)C)N)C. Drug 2: C1C(C(OC1N2C=NC(=NC2=O)N)CO)O. Cell line: UACC-257. Synergy scores: CSS=1.10, Synergy_ZIP=0.0888, Synergy_Bliss=1.39, Synergy_Loewe=-4.40, Synergy_HSA=-1.57. (6) Drug 1: CN(CC1=CN=C2C(=N1)C(=NC(=N2)N)N)C3=CC=C(C=C3)C(=O)NC(CCC(=O)O)C(=O)O. Drug 2: CC(C)NC(=O)C1=CC=C(C=C1)CNNC.Cl. Cell line: SNB-75. Synergy scores: CSS=28.4, Synergy_ZIP=-1.88, Synergy_Bliss=5.70, Synergy_Loewe=-18.5, Synergy_HSA=4.55. (7) Drug 1: C1=CC=C(C(=C1)C(C2=CC=C(C=C2)Cl)C(Cl)Cl)Cl. Drug 2: CS(=O)(=O)OCCCCOS(=O)(=O)C. Cell line: OVCAR-4. Synergy scores: CSS=-3.29, Synergy_ZIP=0.872, Synergy_Bliss=-0.293, Synergy_Loewe=-3.22, Synergy_HSA=-2.41.